This data is from Forward reaction prediction with 1.9M reactions from USPTO patents (1976-2016). The task is: Predict the product of the given reaction. (1) The product is: [N:7]([C:6]1[CH:1]=[CH:2][C:3]2[O:10][C:9]([F:11])([F:12])[O:8][C:4]=2[CH:5]=1)=[C:14]=[S:15]. Given the reactants [CH:1]1[C:6]([NH2:7])=[CH:5][C:4]2[O:8][C:9]([F:12])([F:11])[O:10][C:3]=2[CH:2]=1.Cl.[C:14](Cl)(Cl)=[S:15].ClCCl, predict the reaction product. (2) Given the reactants [S:1]([C:5]1[CH:10]=[CH:9][C:8]([NH:11]C(=O)C)=[CH:7][N:6]=1)(=[O:4])(=[O:3])[NH2:2], predict the reaction product. The product is: [S:1]([C:5]1[CH:10]=[CH:9][C:8]([NH2:11])=[CH:7][N:6]=1)(=[O:4])(=[O:3])[NH2:2].